From a dataset of Forward reaction prediction with 1.9M reactions from USPTO patents (1976-2016). Predict the product of the given reaction. (1) Given the reactants [CH3:1][N:2]1[C:6]2[CH:7]=[CH:8][C:9]([C:11]([OH:13])=O)=[CH:10][C:5]=2[N:4]=[C:3]1[NH:14][C:15]1[S:16][C:17]2[CH:23]=[C:22]([O:24][C:25]([F:28])([F:27])[F:26])[CH:21]=[CH:20][C:18]=2[N:19]=1.[C:29]([O:33][C:34]([N:36]1[CH2:41][CH2:40][CH:39]([NH2:42])[CH2:38][CH2:37]1)=[O:35])([CH3:32])([CH3:31])[CH3:30].CN(C(ON1N=NC2C=CC=CC1=2)=[N+](C)C)C.F[P-](F)(F)(F)(F)F.CCN(C(C)C)C(C)C, predict the reaction product. The product is: [C:29]([O:33][C:34]([N:36]1[CH2:41][CH2:40][CH:39]([NH:42][C:11]([C:9]2[CH:8]=[CH:7][C:6]3[N:2]([CH3:1])[C:3]([NH:14][C:15]4[S:16][C:17]5[CH:23]=[C:22]([O:24][C:25]([F:26])([F:28])[F:27])[CH:21]=[CH:20][C:18]=5[N:19]=4)=[N:4][C:5]=3[CH:10]=2)=[O:13])[CH2:38][CH2:37]1)=[O:35])([CH3:32])([CH3:30])[CH3:31]. (2) Given the reactants C[O:2][C:3]1[CH:8]=[CH:7][C:6]([C:9]2[C:14]3[S:15][CH:16]=[C:17]([C:18]4[NH:22][N:21]=[C:20]([NH:23][C:24]5[CH:29]=[CH:28][C:27]([S:30]([NH2:33])(=[O:32])=[O:31])=[CH:26][CH:25]=5)[CH:19]=4)[C:13]=3[CH:12]=[CH:11][CH:10]=2)=[CH:5][CH:4]=1.OC1C=C(C2C3SC=C(C4NN=C(NC5C=CC(S(N)(=O)=O)=CC=5)C=4)C=3C=CC=2)C=CC=1, predict the reaction product. The product is: [OH:2][C:3]1[CH:4]=[CH:5][C:6]([C:9]2[C:14]3[S:15][CH:16]=[C:17]([C:18]4[NH:22][N:21]=[C:20]([NH:23][C:24]5[CH:29]=[CH:28][C:27]([S:30]([NH2:33])(=[O:32])=[O:31])=[CH:26][CH:25]=5)[CH:19]=4)[C:13]=3[CH:12]=[CH:11][CH:10]=2)=[CH:7][CH:8]=1. (3) The product is: [CH2:1]([O:5][C:6]1[CH:11]=[CH:10][C:9]([S:12]([N:15]([CH2:24][CH2:25][CH2:26][N:32]([CH2:33][CH3:34])[CH2:30][CH3:31])[CH:16]([CH:21]([CH3:23])[CH3:22])[C:17]([O:19][CH3:20])=[O:18])(=[O:14])=[O:13])=[CH:8][CH:7]=1)[C:2]#[C:3][CH3:4]. Given the reactants [CH2:1]([O:5][C:6]1[CH:11]=[CH:10][C:9]([S:12]([N:15]([CH2:24][CH2:25][CH2:26]Cl)[CH:16]([CH:21]([CH3:23])[CH3:22])[C:17]([O:19][CH3:20])=[O:18])(=[O:14])=[O:13])=[CH:8][CH:7]=1)[C:2]#[C:3][CH3:4].[I-].[Na+].[CH2:30]([NH:32][CH2:33][CH3:34])[CH3:31], predict the reaction product. (4) The product is: [CH:2]([C:3]1[C:7]2[CH:8]=[C:9]([C:12]3[CH:21]=[CH:20][C:15]([C:16]([O:18][CH3:19])=[O:17])=[CH:14][CH:13]=3)[CH:10]=[CH:11][C:6]=2[S:5][CH:4]=1)=[O:1]. Given the reactants [OH:1][CH2:2][C:3]1[C:7]2[CH:8]=[C:9]([C:12]3[CH:21]=[CH:20][C:15]([C:16]([O:18][CH3:19])=[O:17])=[CH:14][CH:13]=3)[CH:10]=[CH:11][C:6]=2[S:5][CH:4]=1.CC(OI1(OC(C)=O)(OC(C)=O)OC(=O)C2C=CC=CC1=2)=O, predict the reaction product. (5) The product is: [CH3:13][O:12][C:9]1[CH:10]=[C:11]2[C:6]([CH2:5][CH2:4]/[C:3]/2=[N:2]\[O:1][S:22]([CH3:21])(=[O:24])=[O:23])=[CH:7][CH:8]=1. Given the reactants [OH:1]/[N:2]=[C:3]1\[CH2:4][CH2:5][C:6]2[C:11]\1=[CH:10][C:9]([O:12][CH3:13])=[CH:8][CH:7]=2.CCN(CC)CC.[CH3:21][S:22](Cl)(=[O:24])=[O:23], predict the reaction product.